From a dataset of Reaction yield outcomes from USPTO patents with 853,638 reactions. Predict the reaction yield, written as a fraction of the theoretical maximum amount of product (1.0 means a 100% yield; for example, 0.34 means a 34% yield). (1) The reactants are [CH3:1]N(C(ON1N=NC2C=CC=CC1=2)=[N+](C)C)C.[B-](F)(F)(F)F.CCN(C(C)C)C(C)C.[NH:32]1[CH:36]=[C:35]([CH2:37][CH2:38][C:39]([NH:41][C@H:42]([CH2:46][C:47]2[CH:52]=[CH:51][C:50]([O:53][CH3:54])=[CH:49][CH:48]=2)[C:43]([OH:45])=O)=[O:40])[N:34]=[CH:33]1.[F:55][C:56]([F:61])([F:60])[C:57]([OH:59])=[O:58].[OH:62][C:63]1([C:67]2[CH:72]=[CH:71][CH:70]=[CH:69][CH:68]=2)[CH2:66][NH:65][CH2:64]1.C(O)(=O)CC(CC(O)=O)(C(O)=O)O. The catalyst is C(Cl)Cl.CN(C=O)C.CN(C=O)C. The product is [F:55][C:56]([F:61])([F:60])[C:57]([OH:59])=[O:58].[OH:62][C:63]1([C:67]2[CH:72]=[CH:71][CH:70]=[CH:69][C:68]=2[CH3:1])[CH2:66][N:65]([C:43](=[O:45])[C@@H:42]([NH:41][C:39](=[O:40])[CH2:38][CH2:37][C:35]2[N:34]=[CH:33][NH:32][CH:36]=2)[CH2:46][C:47]2[CH:52]=[CH:51][C:50]([O:53][CH3:54])=[CH:49][CH:48]=2)[CH2:64]1. The yield is 0.100. (2) The reactants are [Br:1][C:2]1[CH:7]=[CH:6][C:5]([F:8])=[CH:4][C:3]=1[OH:9].[CH3:10][C@@H:11](O)[CH2:12][CH:13]=[CH2:14].C1C=CC(P(C2C=CC=CC=2)C2C=CC=CC=2)=CC=1.CC(OC(/N=N/C(OC(C)C)=O)=O)C. The catalyst is C1COCC1.CCOCC. The product is [Br:1][C:2]1[CH:7]=[CH:6][C:5]([F:8])=[CH:4][C:3]=1[O:9][C@H:13]([CH2:12][CH:11]=[CH2:10])[CH3:14]. The yield is 0.600.